Predict the product of the given reaction. From a dataset of Forward reaction prediction with 1.9M reactions from USPTO patents (1976-2016). (1) Given the reactants C([O:5][C:6]([N:8]1[CH2:15][CH:14]2[CH:10]([CH2:11][NH:12][CH2:13]2)[CH2:9]1)=O)(C)(C)C.[ClH:16].[C@H:17]12C[C@H](NC1)CN2C(N)=O, predict the reaction product. The product is: [ClH:16].[CH2:9]1[CH:10]2[CH2:11][NH:12][CH2:13][CH:14]2[CH2:15][N:8]1[C:6](=[O:5])[CH3:17]. (2) Given the reactants CCN(C(C)C)C(C)C.[F:10][C:11]1[CH:16]=[CH:15][CH:14]=[CH:13][C:12]=1[C:17]1[O:21][N:20]=[C:19]([C:22]([OH:24])=O)[CH:18]=1.C1(C2ON=C(C(O)=O)C=2)C=CC=CC=1.FC1C=CC=CC=1C(=O)C.C1C=CC2N(O)N=NC=2C=1.CCN=C=NCCCN(C)C.Cl.Cl.[NH2:72][CH2:73][C:74]([N:76]1[CH2:81][CH2:80][CH:79]([O:82][C:83]2[CH:88]=[CH:87][CH:86]=[C:85]([C:89]([F:92])([F:91])[F:90])[CH:84]=2)[CH2:78][CH2:77]1)=[O:75], predict the reaction product. The product is: [O:75]=[C:74]([N:76]1[CH2:77][CH2:78][CH:79]([O:82][C:83]2[CH:88]=[CH:87][CH:86]=[C:85]([C:89]([F:92])([F:90])[F:91])[CH:84]=2)[CH2:80][CH2:81]1)[CH2:73][NH:72][C:22]([C:19]1[CH:18]=[C:17]([C:12]2[CH:13]=[CH:14][CH:15]=[CH:16][C:11]=2[F:10])[O:21][N:20]=1)=[O:24].